From a dataset of Forward reaction prediction with 1.9M reactions from USPTO patents (1976-2016). Predict the product of the given reaction. (1) Given the reactants [Br:1][C:2]1[C:3](=[O:9])[O:4][CH:5](O)[C:6]=1[Br:7].[C:10]1([CH3:16])[CH:15]=[CH:14][CH:13]=[CH:12][CH:11]=1.[Al+3].[Cl-].[Cl-].[Cl-], predict the reaction product. The product is: [Br:1][C:2]1[C:3](=[O:9])[O:4][CH:5]([C:13]2[CH:14]=[CH:15][C:10]([CH3:16])=[CH:11][CH:12]=2)[C:6]=1[Br:7]. (2) The product is: [Br:8][C:9]1[CH:17]=[C:16]2[C:12](=[CH:11][CH:10]=1)[CH2:13][C:14]1([CH2:19][CH2:20][CH:21]([C:24]([F:25])([F:26])[F:27])[CH2:22][CH2:23]1)[C:15]2=[N:7][S:5]([C:2]([CH3:4])([CH3:3])[CH3:1])=[O:6]. Given the reactants [CH3:1][C:2]([S:5]([NH2:7])=[O:6])([CH3:4])[CH3:3].[Br:8][C:9]1[CH:17]=[C:16]2[C:12]([CH2:13][C:14]3([CH2:23][CH2:22][CH:21]([C:24]([F:27])([F:26])[F:25])[CH2:20][CH2:19]3)[C:15]2=O)=[CH:11][CH:10]=1, predict the reaction product. (3) Given the reactants [NH:1]1[CH:5]=[C:4]([C:6]2[CH:22]=[CH:21][C:9]3[C:10]4[N:11]=[C:12]([C:18]([OH:20])=O)[S:13][C:14]=4[CH2:15][CH2:16][O:17][C:8]=3[CH:7]=2)[CH:3]=[N:2]1.[NH:23]1[CH2:26][CH2:25][CH2:24]1, predict the reaction product. The product is: [N:23]1([C:18]([C:12]2[S:13][C:14]3[CH2:15][CH2:16][O:17][C:8]4[CH:7]=[C:6]([C:4]5[CH:5]=[N:1][NH:2][CH:3]=5)[CH:22]=[CH:21][C:9]=4[C:10]=3[N:11]=2)=[O:20])[CH2:26][CH2:25][CH2:24]1. (4) Given the reactants ClC1[CH:7]=[C:6]([C:8]2[C:13]([C:14]([F:17])([F:16])[F:15])=[CH:12][CH:11]=[CH:10][N:9]=2)[CH:5]=[C:4](Cl)[N:3]=1.C([Sn](CCCC)(CCCC)[C:24]([O:26]CC)=[CH2:25])CCC.[Cl-].[Li+].Cl.[Cl-].[NH4+:41], predict the reaction product. The product is: [F:17][C:14]([F:15])([F:16])[C:13]1[C:8]([C:6]2[CH:5]=[C:4]([C:24](=[O:26])[CH3:25])[N:3]=[N:41][CH:7]=2)=[N:9][CH:10]=[CH:11][CH:12]=1. (5) Given the reactants [F:1][C:2]1[CH:7]=[C:6]([F:8])[C:5]([C:9]2[CH:10]=[N:11][C:12]([CH3:15])=[N:13][CH:14]=2)=[CH:4][C:3]=1[C@:16]1([CH3:37])[CH2:21][C@@H:20]([C:22]2[C:23]([CH3:28])=[N:24][O:25][C:26]=2[CH3:27])[S:19][C:18]([NH:29]C(=O)OC(C)(C)C)=[N:17]1.C(O)(C(F)(F)F)=O, predict the reaction product. The product is: [F:1][C:2]1[CH:7]=[C:6]([F:8])[C:5]([C:9]2[CH:10]=[N:11][C:12]([CH3:15])=[N:13][CH:14]=2)=[CH:4][C:3]=1[C@:16]1([CH3:37])[CH2:21][C@@H:20]([C:22]2[C:23]([CH3:28])=[N:24][O:25][C:26]=2[CH3:27])[S:19][C:18]([NH2:29])=[N:17]1.